From a dataset of Full USPTO retrosynthesis dataset with 1.9M reactions from patents (1976-2016). Predict the reactants needed to synthesize the given product. Given the product [CH2:18]([O:17][C:11]1([C:14](=[O:16])[NH:47][C:43]2[CH:44]=[CH:45][CH:46]=[C:41]([O:40][C:39](=[O:48])[N:38]([CH3:37])[CH3:49])[CH:42]=2)[CH2:10][CH2:9][N:8]([C:6]([O:5][C:1]([CH3:4])([CH3:3])[CH3:2])=[O:7])[CH2:13][CH2:12]1)[C:19]1[CH:20]=[CH:21][CH:22]=[CH:23][CH:24]=1, predict the reactants needed to synthesize it. The reactants are: [C:1]([O:5][C:6]([N:8]1[CH2:13][CH2:12][C:11]([O:17][CH2:18][C:19]2[CH:24]=[CH:23][CH:22]=[CH:21][CH:20]=2)([C:14]([OH:16])=O)[CH2:10][CH2:9]1)=[O:7])([CH3:4])([CH3:3])[CH3:2].N1C=CC=CC=1.C(Cl)(=O)C(Cl)=O.[CH3:37][N:38]([CH3:49])[C:39](=[O:48])[O:40][C:41]1[CH:46]=[CH:45][CH:44]=[C:43]([NH2:47])[CH:42]=1.